Dataset: Full USPTO retrosynthesis dataset with 1.9M reactions from patents (1976-2016). Task: Predict the reactants needed to synthesize the given product. Given the product [Br:26][C:24]1[CH:23]=[CH:22][C:21]([O:27][CH2:28][C:29]2[CH:34]=[CH:33][CH:32]=[C:31]([Cl:35])[CH:30]=2)=[C:20]([CH:25]=1)[O:19][C:16]1([CH3:18])[CH2:15][NH:14][CH2:17]1, predict the reactants needed to synthesize it. The reactants are: C([N:14]1[CH2:17][C:16]([O:19][C:20]2[CH:25]=[C:24]([Br:26])[CH:23]=[CH:22][C:21]=2[O:27][CH2:28][C:29]2[CH:34]=[CH:33][CH:32]=[C:31]([Cl:35])[CH:30]=2)([CH3:18])[CH2:15]1)(C1C=CC=CC=1)C1C=CC=CC=1.ClCCOC=O.